This data is from Full USPTO retrosynthesis dataset with 1.9M reactions from patents (1976-2016). The task is: Predict the reactants needed to synthesize the given product. (1) Given the product [C:24]([C:23]1[CH:27]=[CH:28][C:29]([N:31]2[C:39]3[CH2:38][C:37]([CH3:40])([CH3:41])[CH2:36][C:35](=[O:42])[C:34]=3[C:33]([CH3:43])=[N:32]2)=[CH:30][C:22]=1[NH:21][CH2:20][CH2:19][CH2:18][O:17][CH2:16][CH2:15][O:14][CH2:13][CH2:12][O:11][CH2:10][CH2:9][O:8][CH2:7][CH2:6][O:5][CH2:4][CH2:3][CH2:2][NH:1][C:54](=[O:55])[C:53]1[CH:52]=[CH:51][C:50]([O:49][C:48]2[CH:59]=[CH:60][C:45]([OH:44])=[CH:46][CH:47]=2)=[CH:58][CH:57]=1)(=[O:25])[NH2:26], predict the reactants needed to synthesize it. The reactants are: [NH2:1][CH2:2][CH2:3][CH2:4][O:5][CH2:6][CH2:7][O:8][CH2:9][CH2:10][O:11][CH2:12][CH2:13][O:14][CH2:15][CH2:16][O:17][CH2:18][CH2:19][CH2:20][NH:21][C:22]1[CH:30]=[C:29]([N:31]2[C:39]3[CH2:38][C:37]([CH3:41])([CH3:40])[CH2:36][C:35](=[O:42])[C:34]=3[C:33]([CH3:43])=[N:32]2)[CH:28]=[CH:27][C:23]=1[C:24]([NH2:26])=[O:25].[OH:44][C:45]1[CH:60]=[CH:59][C:48]([O:49][C:50]2[CH:58]=[CH:57][C:53]([C:54](O)=[O:55])=[CH:52][CH:51]=2)=[CH:47][CH:46]=1.C1C=CC2N(O)N=NC=2C=1.Cl. (2) Given the product [C:11]([C:9]1[O:10][C:6]2[C:5]([O:14][CH:15]([C:17]3[CH:22]=[CH:21][CH:20]=[CH:19][CH:18]=3)[CH3:16])=[CH:4][CH:3]=[C:2](/[C:28](/[CH3:29])=[CH:27]/[C:26]([N:25]([CH2:31][CH3:32])[CH2:23][CH3:24])=[O:30])[C:7]=2[CH:8]=1)(=[O:13])[CH3:12], predict the reactants needed to synthesize it. The reactants are: Br[C:2]1[C:7]2[CH:8]=[C:9]([C:11](=[O:13])[CH3:12])[O:10][C:6]=2[C:5]([O:14][CH:15]([C:17]2[CH:22]=[CH:21][CH:20]=[CH:19][CH:18]=2)[CH3:16])=[CH:4][CH:3]=1.[CH2:23]([N:25]([CH2:31][CH3:32])[C:26](=[O:30])/[CH:27]=[CH:28]/[CH3:29])[CH3:24].C1(C)C=CC=CC=1P(C1C=CC=CC=1C)C1C=CC=CC=1C.Cl. (3) Given the product [CH3:16][N:15]([CH3:17])[C:13]1[CH:12]=[CH:11][N:10]=[C:9]([C:7]2[CH:6]=[C:5]([OH:18])[CH:4]=[C:3]([CH2:2][N:20]([CH3:19])[CH2:21][C:22]3[CH:27]=[C:26]([N:28]4[CH:32]=[CH:31][CH:30]=[CH:29]4)[CH:25]=[CH:24][N:23]=3)[N:8]=2)[CH:14]=1, predict the reactants needed to synthesize it. The reactants are: Cl[CH2:2][C:3]1[N:8]=[C:7]([C:9]2[CH:14]=[C:13]([N:15]([CH3:17])[CH3:16])[CH:12]=[CH:11][N:10]=2)[CH:6]=[C:5]([OH:18])[CH:4]=1.[CH3:19][NH:20][CH2:21][C:22]1[CH:27]=[C:26]([N:28]2[CH:32]=[CH:31][CH:30]=[CH:29]2)[CH:25]=[CH:24][N:23]=1.C(N(CC)CC)C. (4) Given the product [Br:10][C:7]1[CH:8]=[CH:9][C:4]([C:2]2[CH:1]=[C:11]([C:12]3[CH:17]=[CH:16][CH:15]=[CH:14][CH:13]=3)[N:35]=[C:27]([C:28]3[CH:33]=[CH:32][CH:31]=[CH:30][CH:29]=3)[N:34]=2)=[CH:5][CH:6]=1, predict the reactants needed to synthesize it. The reactants are: [CH3:1][C:2]([C:4]1[CH:9]=[CH:8][C:7]([Br:10])=[CH:6][CH:5]=1)=O.[CH:11](=O)[C:12]1[CH:17]=[CH:16][CH:15]=[CH:14][CH:13]=1.CI.C[O-].[Na+].CO.Cl.[C:27]([NH2:35])(=[NH:34])[C:28]1[CH:33]=[CH:32][CH:31]=[CH:30][CH:29]=1.[OH-].[Na+].